From a dataset of Peptide-MHC class I binding affinity with 185,985 pairs from IEDB/IMGT. Regression. Given a peptide amino acid sequence and an MHC pseudo amino acid sequence, predict their binding affinity value. This is MHC class I binding data. (1) The peptide sequence is LTWNDLIRL. The MHC is HLA-A02:01 with pseudo-sequence HLA-A02:01. The binding affinity (normalized) is 0.404. (2) The peptide sequence is LSDDAVVCY. The MHC is HLA-B07:02 with pseudo-sequence HLA-B07:02. The binding affinity (normalized) is 0.0847. (3) The binding affinity (normalized) is 0. The MHC is Patr-A0401 with pseudo-sequence Patr-A0401. The peptide sequence is AQGYKVLVL. (4) The peptide sequence is DQHGRMNYYW. The MHC is HLA-A26:01 with pseudo-sequence HLA-A26:01. The binding affinity (normalized) is 0.400. (5) The peptide sequence is VPKLLLWFN. The MHC is HLA-B07:02 with pseudo-sequence HLA-B07:02. The binding affinity (normalized) is 0. (6) The peptide sequence is RVVDLYIGR. The MHC is HLA-B40:01 with pseudo-sequence HLA-B40:01. The binding affinity (normalized) is 0.0847. (7) The binding affinity (normalized) is 0.581. The MHC is HLA-A02:01 with pseudo-sequence HLA-A02:01. The peptide sequence is ALDQACFRI. (8) The peptide sequence is HQFTSNPEV. The MHC is HLA-A01:01 with pseudo-sequence HLA-A01:01. The binding affinity (normalized) is 0.213. (9) The MHC is HLA-B57:01 with pseudo-sequence HLA-B57:01. The binding affinity (normalized) is 0.0847. The peptide sequence is ETTEANAGQ.